Regression. Given a peptide amino acid sequence and an MHC pseudo amino acid sequence, predict their binding affinity value. This is MHC class I binding data. From a dataset of Peptide-MHC class I binding affinity with 185,985 pairs from IEDB/IMGT. (1) The peptide sequence is VFQMYTRI. The binding affinity (normalized) is 0.526. The MHC is H-2-Kb with pseudo-sequence H-2-Kb. (2) The peptide sequence is RRGKANKPR. The MHC is HLA-B08:03 with pseudo-sequence YDSEYRNIFTNTYENIAYLSYNYYTWAVDAYTWY. The binding affinity (normalized) is 0.0847. (3) The peptide sequence is TLYCVHQEI. The MHC is HLA-A03:01 with pseudo-sequence HLA-A03:01. The binding affinity (normalized) is 0.0847. (4) The peptide sequence is FIFARHANF. The MHC is H-2-Kb with pseudo-sequence H-2-Kb. The binding affinity (normalized) is 0.598. (5) The peptide sequence is RAWGRRLMI. The MHC is HLA-A31:01 with pseudo-sequence HLA-A31:01. The binding affinity (normalized) is 0.405. (6) The peptide sequence is QLWTTLLSL. The MHC is HLA-A02:17 with pseudo-sequence HLA-A02:17. The binding affinity (normalized) is 0.486. (7) The peptide sequence is MKTFLILAL. The MHC is HLA-B08:01 with pseudo-sequence HLA-B08:01. The binding affinity (normalized) is 0.500.